Dataset: Catalyst prediction with 721,799 reactions and 888 catalyst types from USPTO. Task: Predict which catalyst facilitates the given reaction. (1) Reactant: C(OC(N=NC(OC(C)C)=O)=O)(C)C.C1(P(C2C=CC=CC=2)C2C=CC=CC=2)C=CC=CC=1.[OH:34][C:35]1[CH:47]=[CH:46][C:38]([C:39]([C:41]2[CH:45]=[CH:44][O:43][N:42]=2)=[O:40])=[CH:37][CH:36]=1.[Cl:48][C:49]1[CH:59]=[C:58]([O:60][CH2:61][CH:62]=[C:63]([Cl:65])[Cl:64])[CH:57]=[C:56]([Cl:66])[C:50]=1[O:51][CH2:52][CH2:53][CH2:54]O. Product: [Cl:48][C:49]1[CH:59]=[C:58]([O:60][CH2:61][CH:62]=[C:63]([Cl:65])[Cl:64])[CH:57]=[C:56]([Cl:66])[C:50]=1[O:51][CH2:52][CH2:53][CH2:54][O:34][C:35]1[CH:47]=[CH:46][C:38]([C:39]([C:41]2[CH:45]=[CH:44][O:43][N:42]=2)=[O:40])=[CH:37][CH:36]=1. The catalyst class is: 7. (2) Reactant: [C:1]([C:3]1[CH:23]=[CH:22][C:6]2[NH:7][C:8](=[O:21])[C@@H:9]([NH:13][C:14](=[O:20])[O:15][C:16]([CH3:19])([CH3:18])[CH3:17])[C@H:10]([CH3:12])[NH:11][C:5]=2[CH:4]=1)#[N:2].Cl[CH2:25][C:26]1[C:35]2[C:30](=[CH:31][CH:32]=[CH:33][CH:34]=2)[CH:29]=[CH:28][C:27]=1[CH3:36].C(=O)([O-])[O-]. Product: [C:1]([C:3]1[CH:23]=[CH:22][C:6]2[N:7]([CH2:25][C:26]3[C:35]4[C:30](=[CH:31][CH:32]=[CH:33][CH:34]=4)[CH:29]=[CH:28][C:27]=3[CH3:36])[C:8](=[O:21])[C@@H:9]([NH:13][C:14](=[O:20])[O:15][C:16]([CH3:18])([CH3:19])[CH3:17])[C@H:10]([CH3:12])[NH:11][C:5]=2[CH:4]=1)#[N:2]. The catalyst class is: 31.